The task is: Predict the product of the given reaction.. This data is from Forward reaction prediction with 1.9M reactions from USPTO patents (1976-2016). (1) Given the reactants P(Cl)(Cl)(Cl)=O.[C:6]1([C:12]2[NH:13][C:14]3[C:19]([CH:20]=2)=[CH:18][CH:17]=[CH:16][CH:15]=3)[CH:11]=[CH:10][CH:9]=[CH:8][CH:7]=1.CN([CH:24]=[O:25])C, predict the reaction product. The product is: [C:6]1([C:12]2[NH:13][C:14]3[C:19]([C:20]=2[CH:24]=[O:25])=[CH:18][CH:17]=[CH:16][CH:15]=3)[CH:11]=[CH:10][CH:9]=[CH:8][CH:7]=1. (2) Given the reactants [F:1][CH:2]([F:24])[O:3][C:4]1[CH:5]=[C:6]([N:10]2[CH:15]=[CH:14][C:13](=[O:16])[C:12]([C:17](=O)/[CH:18]=[CH:19]/[N:20](C)C)=[N:11]2)[CH:7]=[CH:8][CH:9]=1.[F:25][C:26]1[CH:27]=[C:28]([NH:32]N)[CH:29]=[CH:30][CH:31]=1.N([O-])=O.[Na+].[Sn](Cl)Cl, predict the reaction product. The product is: [F:1][CH:2]([F:24])[O:3][C:4]1[CH:5]=[C:6]([N:10]2[CH:15]=[CH:14][C:13](=[O:16])[C:12]([C:17]3[N:32]([C:28]4[CH:29]=[CH:30][CH:31]=[C:26]([F:25])[CH:27]=4)[N:20]=[CH:19][CH:18]=3)=[N:11]2)[CH:7]=[CH:8][CH:9]=1. (3) Given the reactants [O:1]=[C:2]1[C:10]2[C:5](=[CH:6][CH:7]=[CH:8][CH:9]=2)[C:4](=[O:11])[N:3]1[C:12]1([C:15]([O:17]CCCC)=[O:16])[CH2:14][CH2:13]1.C(O)(C(F)(F)F)=O, predict the reaction product. The product is: [O:1]=[C:2]1[C:10]2[C:5](=[CH:6][CH:7]=[CH:8][CH:9]=2)[C:4](=[O:11])[N:3]1[C:12]1([C:15]([OH:17])=[O:16])[CH2:14][CH2:13]1.